This data is from Full USPTO retrosynthesis dataset with 1.9M reactions from patents (1976-2016). The task is: Predict the reactants needed to synthesize the given product. (1) The reactants are: [CH3:1][C:2]1[CH:11]=[CH:10][C:9]2[C:4](=[C:5](C(OC)=O)[CH:6]=[CH:7][CH:8]=2)[N:3]=1.[CH3:16][Mg+].[Br-].CC[O:21][CH2:22][CH3:23]. Given the product [CH3:1][C:2]1[CH:11]=[CH:10][C:9]2[C:4](=[C:5]([C:22]([OH:21])([CH3:23])[CH3:16])[CH:6]=[CH:7][CH:8]=2)[N:3]=1, predict the reactants needed to synthesize it. (2) The reactants are: [F:1][C:2]([F:19])([C:13]1[CH:18]=[CH:17][CH:16]=[CH:15][CH:14]=1)[C:3]1[O:7][N:6]=[C:5]([C:8]([O:10]CC)=[O:9])[CH:4]=1.O.[OH-].[Li+].Cl.O1CCOCC1. Given the product [F:19][C:2]([F:1])([C:13]1[CH:14]=[CH:15][CH:16]=[CH:17][CH:18]=1)[C:3]1[O:7][N:6]=[C:5]([C:8]([OH:10])=[O:9])[CH:4]=1, predict the reactants needed to synthesize it. (3) Given the product [C:21]([CH:8]1[C:9]2[C:10](=[CH:14][CH:15]=[CH:16][CH:17]=2)[C:11](=[O:13])[O:19][C:7]1=[O:18])(=[O:22])[CH3:20], predict the reactants needed to synthesize it. The reactants are: N1C=CC=CC=1.[C:7]([OH:19])(=[O:18])[CH2:8][C:9]1[C:10](=[CH:14][CH:15]=[CH:16][CH:17]=1)[C:11]([OH:13])=O.[CH3:20][CH2:21][O:22]CC.